Dataset: Forward reaction prediction with 1.9M reactions from USPTO patents (1976-2016). Task: Predict the product of the given reaction. (1) Given the reactants [C:1]1([S:7]([N:10]2[CH2:14][CH:13]([C:15]3[CH:20]=[CH:19][CH:18]=[C:17](Br)[CH:16]=3)[N:12]([CH:22]([CH3:24])[CH3:23])[C:11]2=[O:25])(=[O:9])=[O:8])[CH:6]=[CH:5][CH:4]=[CH:3][CH:2]=1.[CH3:26][S:27]([C:30]1[CH:31]=[C:32](B(O)O)[CH:33]=[N:34][CH:35]=1)(=[O:29])=[O:28].C(=O)([O-])[O-].[Na+].[Na+], predict the reaction product. The product is: [C:1]1([S:7]([N:10]2[CH2:14][CH:13]([C:15]3[CH:20]=[CH:19][CH:18]=[C:17]([C:32]4[CH:33]=[N:34][CH:35]=[C:30]([S:27]([CH3:26])(=[O:29])=[O:28])[CH:31]=4)[CH:16]=3)[N:12]([CH:22]([CH3:24])[CH3:23])[C:11]2=[O:25])(=[O:9])=[O:8])[CH:6]=[CH:5][CH:4]=[CH:3][CH:2]=1. (2) Given the reactants Cl.Cl.Cl.[O:4]1[C:8]2[CH:9]=[CH:10][CH:11]=[C:12]([N:13]3[CH2:18][CH2:17][N:16]([CH2:19][CH2:20][C@H:21]4[CH2:26][CH2:25][C@H:24]([NH2:27])[CH2:23][CH2:22]4)[CH2:15][CH2:14]3)[C:7]=2[O:6][CH2:5]1.[OH:28][CH:29]([CH2:33][CH3:34])[C:30](O)=[O:31], predict the reaction product. The product is: [O:4]1[C:8]2[CH:9]=[CH:10][CH:11]=[C:12]([N:13]3[CH2:18][CH2:17][N:16]([CH2:19][CH2:20][C@H:21]4[CH2:26][CH2:25][C@H:24]([NH:27][C:30](=[O:31])[CH:29]([OH:28])[CH2:33][CH3:34])[CH2:23][CH2:22]4)[CH2:15][CH2:14]3)[C:7]=2[O:6][CH2:5]1. (3) Given the reactants Br[C:2]1[C:10]2[S:9][C:8]([NH:11][C:12]([C:14]3[S:15][C:16]([CH3:19])=[CH:17][CH:18]=3)=[O:13])=[N:7][C:6]=2[C:5]([O:20][CH3:21])=[CH:4][CH:3]=1.[N:22]1[CH:27]=[CH:26][C:25](B(O)O)=[CH:24][CH:23]=1, predict the reaction product. The product is: [CH3:21][O:20][C:5]1[C:6]2[N:7]=[C:8]([NH:11][C:12]([C:14]3[S:15][C:16]([CH3:19])=[CH:17][CH:18]=3)=[O:13])[S:9][C:10]=2[C:2]([C:24]2[CH:23]=[N:22][CH:27]=[CH:26][CH:25]=2)=[CH:3][CH:4]=1. (4) Given the reactants C[Sn](C)(C)[C:3]1[CH:12]=[C:11]2[C:6]([CH:7]=[CH:8][CH:9]=[C:10]2[N:13]2[CH2:18][CH2:17][N:16]([CH3:19])[CH2:15][CH2:14]2)=[CH:5][CH:4]=1.[CH3:22][O:23][C:24]([C:26]1[CH:27]=[C:28](Br)[CH:29]=[CH:30][CH:31]=1)=[O:25].C(N(CC)CC)C.[Cl-].[Li+].Cl, predict the reaction product. The product is: [CH3:22][O:23][C:24]([C:26]1[CH:31]=[C:30]([C:3]2[CH:12]=[C:11]3[C:6]([CH:7]=[CH:8][CH:9]=[C:10]3[N:13]3[CH2:18][CH2:17][N:16]([CH3:19])[CH2:15][CH2:14]3)=[CH:5][CH:4]=2)[CH:29]=[CH:28][CH:27]=1)=[O:25]. (5) Given the reactants [F:1][C:2]1[CH:7]=[CH:6][C:5]([C:8](=[O:10])[CH3:9])=[CH:4][C:3]=1[OH:11].[CH3:12][Mg]Br.Cl.C(OCC)(=O)C, predict the reaction product. The product is: [F:1][C:2]1[CH:7]=[CH:6][C:5]([C:8]([OH:10])([CH3:12])[CH3:9])=[CH:4][C:3]=1[OH:11]. (6) Given the reactants [CH3:1][CH:2]([CH3:19])[C@@H:3]([CH2:8][NH:9][C:10]([O:12][CH2:13][CH2:14][Si:15]([CH3:18])([CH3:17])[CH3:16])=[O:11])[C:4]([O:6]C)=[O:5].[Li+].[OH-], predict the reaction product. The product is: [CH3:1][CH:2]([CH3:19])[C@@H:3]([CH2:8][NH:9][C:10]([O:12][CH2:13][CH2:14][Si:15]([CH3:18])([CH3:16])[CH3:17])=[O:11])[C:4]([OH:6])=[O:5]. (7) Given the reactants S([O:6][CH3:7])(OC)(=O)=O.C(=O)([O-])[O-].[K+].[K+].[NH2:14][C:15]1[CH:23]=[C:22]([F:24])[CH:21]=[C:20]([F:25])[C:16]=1[C:17](O)=[O:18].O, predict the reaction product. The product is: [NH2:14][C:15]1[CH:23]=[C:22]([F:24])[CH:21]=[C:20]([F:25])[C:16]=1[C:17]([O:6][CH3:7])=[O:18].